Dataset: NCI-60 drug combinations with 297,098 pairs across 59 cell lines. Task: Regression. Given two drug SMILES strings and cell line genomic features, predict the synergy score measuring deviation from expected non-interaction effect. (1) Cell line: MDA-MB-435. Drug 1: CC=C1C(=O)NC(C(=O)OC2CC(=O)NC(C(=O)NC(CSSCCC=C2)C(=O)N1)C(C)C)C(C)C. Synergy scores: CSS=74.1, Synergy_ZIP=2.50, Synergy_Bliss=0.794, Synergy_Loewe=-0.117, Synergy_HSA=2.76. Drug 2: CC1CCCC2(C(O2)CC(NC(=O)CC(C(C(=O)C(C1O)C)(C)C)O)C(=CC3=CSC(=N3)C)C)C. (2) Drug 1: CC1=CC2C(CCC3(C2CCC3(C(=O)C)OC(=O)C)C)C4(C1=CC(=O)CC4)C. Drug 2: N.N.Cl[Pt+2]Cl. Cell line: MOLT-4. Synergy scores: CSS=12.2, Synergy_ZIP=-2.22, Synergy_Bliss=2.24, Synergy_Loewe=2.46, Synergy_HSA=3.82. (3) Drug 1: CC1=C(N=C(N=C1N)C(CC(=O)N)NCC(C(=O)N)N)C(=O)NC(C(C2=CN=CN2)OC3C(C(C(C(O3)CO)O)O)OC4C(C(C(C(O4)CO)O)OC(=O)N)O)C(=O)NC(C)C(C(C)C(=O)NC(C(C)O)C(=O)NCCC5=NC(=CS5)C6=NC(=CS6)C(=O)NCCC[S+](C)C)O. Drug 2: N.N.Cl[Pt+2]Cl. Cell line: SR. Synergy scores: CSS=84.1, Synergy_ZIP=-0.349, Synergy_Bliss=-0.390, Synergy_Loewe=1.15, Synergy_HSA=1.64. (4) Drug 1: C(=O)(N)NO. Drug 2: C(CCl)NC(=O)N(CCCl)N=O. Cell line: CAKI-1. Synergy scores: CSS=-0.681, Synergy_ZIP=-1.77, Synergy_Bliss=-2.78, Synergy_Loewe=-7.37, Synergy_HSA=-3.59. (5) Drug 1: C1=C(C(=O)NC(=O)N1)N(CCCl)CCCl. Drug 2: C(=O)(N)NO. Cell line: M14. Synergy scores: CSS=29.5, Synergy_ZIP=4.37, Synergy_Bliss=1.68, Synergy_Loewe=-25.4, Synergy_HSA=-2.20. (6) Drug 1: C1=CC(=CC=C1CCCC(=O)O)N(CCCl)CCCl. Drug 2: C1=NC2=C(N1)C(=S)N=CN2. Cell line: SF-268. Synergy scores: CSS=34.2, Synergy_ZIP=-9.31, Synergy_Bliss=-21.7, Synergy_Loewe=-20.7, Synergy_HSA=-18.7. (7) Drug 1: C1=CN(C=N1)CC(O)(P(=O)(O)O)P(=O)(O)O. Drug 2: CC1C(C(CC(O1)OC2CC(CC3=C2C(=C4C(=C3O)C(=O)C5=C(C4=O)C(=CC=C5)OC)O)(C(=O)CO)O)N)O.Cl. Cell line: SNB-75. Synergy scores: CSS=27.6, Synergy_ZIP=-2.25, Synergy_Bliss=1.30, Synergy_Loewe=-0.192, Synergy_HSA=1.36. (8) Drug 1: CN1C2=C(C=C(C=C2)N(CCCl)CCCl)N=C1CCCC(=O)O.Cl. Drug 2: CN(CCCl)CCCl.Cl. Cell line: MDA-MB-435. Synergy scores: CSS=2.06, Synergy_ZIP=0.675, Synergy_Bliss=2.26, Synergy_Loewe=-2.75, Synergy_HSA=-0.512.